Dataset: Reaction yield outcomes from USPTO patents with 853,638 reactions. Task: Predict the reaction yield, written as a fraction of the theoretical maximum amount of product (1.0 means a 100% yield; for example, 0.34 means a 34% yield). (1) The catalyst is CO. The yield is 0.300. The product is [CH3:12][O:11][C:7]1[N:6]=[C:5]([CH2:3][OH:2])[CH:10]=[CH:9][CH:8]=1. The reactants are C[O:2][C:3]([C:5]1[CH:10]=[CH:9][CH:8]=[C:7]([O:11][CH3:12])[N:6]=1)=O.[BH4-].[Na+]. (2) The reactants are [CH3:1][O:2][C:3]1[C:4]([CH3:34])=[C:5]([C:25]([O:32][CH3:33])=[C:26]([O:30][CH3:31])[C:27]=1[O:28][CH3:29])[CH2:6][C:7]1[CH:8]=[CH:9][C:10](OS(C(F)(F)F)(=O)=O)=[C:11]([CH:16]=1)[C:12]([O:14][CH3:15])=[O:13].C(=O)([O-])[O-].[Na+].[Na+].[Cl-].[Li+].[CH3:43][O:44][C:45]1[CH:50]=[CH:49][C:48](B(O)O)=[CH:47][CH:46]=1. The catalyst is C1(C)C=CC=CC=1.C(OCC)(=O)C. The product is [CH3:1][O:2][C:3]1[C:4]([CH3:34])=[C:5]([C:25]([O:32][CH3:33])=[C:26]([O:30][CH3:31])[C:27]=1[O:28][CH3:29])[CH2:6][C:7]1[CH:8]=[CH:9][C:10]([C:48]2[CH:49]=[CH:50][C:45]([O:44][CH3:43])=[CH:46][CH:47]=2)=[C:11]([CH:16]=1)[C:12]([O:14][CH3:15])=[O:13]. The yield is 0.930. (3) The reactants are [Cl:1][C:2]1[CH:15]=[CH:14][C:5]([CH2:6][N:7]2[CH2:12][CH2:11][CH:10]([NH2:13])[CH2:9][CH2:8]2)=[CH:4][C:3]=1[O:16][CH2:17][CH3:18].[CH3:19][N:20]([CH3:30])[C:21]1[CH:22]=[C:23]([CH:27]=[CH:28][CH:29]=1)[C:24](O)=[O:25]. No catalyst specified. The product is [Cl:1][C:2]1[CH:15]=[CH:14][C:5]([CH2:6][N:7]2[CH2:12][CH2:11][CH:10]([NH:13][C:24](=[O:25])[C:23]3[CH:27]=[CH:28][CH:29]=[C:21]([N:20]([CH3:19])[CH3:30])[CH:22]=3)[CH2:9][CH2:8]2)=[CH:4][C:3]=1[O:16][CH2:17][CH3:18]. The yield is 0.330. (4) The reactants are [H-].[Na+].[NH2:3][C:4]1[CH:13]=[CH:12][C:7]([C:8]([O:10][CH3:11])=[O:9])=[CH:6][CH:5]=1.[C:14]1([CH2:20][CH2:21][CH2:22][CH2:23]CO)[CH:19]=[CH:18][CH:17]=[CH:16][CH:15]=1.[CH3:26]O. The catalyst is C1(C)C=CC=CC=1. The product is [CH3:26][CH:22]([CH2:21][CH2:20][C:14]1[CH:15]=[CH:16][CH:17]=[CH:18][CH:19]=1)[CH2:23][CH2:11][O:10][C:8](=[O:9])[C:7]1[CH:6]=[CH:5][C:4]([NH2:3])=[CH:13][CH:12]=1. The yield is 0.250. (5) The reactants are [H-].[Na+].[O:3]=[C:4]1[C:13]2[C:12]([C:14]([F:17])([F:16])[F:15])=[CH:11][CH:10]=[CH:9][C:8]=2[C@H:7]2[CH2:18][N:19]([C:21]([O:23][C:24]([CH3:27])([CH3:26])[CH3:25])=[O:22])[CH2:20][C@@H:6]2[NH:5]1.I[CH3:29]. The catalyst is C1COCC1. The product is [CH3:29][N:5]1[C@H:6]2[CH2:20][N:19]([C:21]([O:23][C:24]([CH3:27])([CH3:26])[CH3:25])=[O:22])[CH2:18][C@@H:7]2[C:8]2[CH:9]=[CH:10][CH:11]=[C:12]([C:14]([F:16])([F:17])[F:15])[C:13]=2[C:4]1=[O:3]. The yield is 0.770.